This data is from Full USPTO retrosynthesis dataset with 1.9M reactions from patents (1976-2016). The task is: Predict the reactants needed to synthesize the given product. (1) Given the product [CH3:19][O:12][C:11]([C:9]1[N:8]([CH:14]([CH2:17][CH3:18])[CH2:15][CH3:16])[C:6]2[N:7]=[C:2]([Cl:1])[N:3]=[CH:4][C:5]=2[CH:10]=1)=[O:13], predict the reactants needed to synthesize it. The reactants are: [Cl:1][C:2]1[N:3]=[CH:4][C:5]2[CH:10]=[C:9]([C:11]([OH:13])=[O:12])[N:8]([CH:14]([CH2:17][CH3:18])[CH2:15][CH3:16])[C:6]=2[N:7]=1.[CH3:19][Si](C=[N+]=[N-])(C)C. (2) The reactants are: Cl[C:2]1[C:3]2[CH2:31][N:30]([C:32]3[CH:37]=[C:36]([CH:38]([CH3:40])[CH3:39])[CH:35]=[CH:34][C:33]=3[CH3:41])[CH2:29][CH2:28][C:4]=2[N:5]=[C:6]([C:8]2[CH:16]=[CH:15][CH:14]=[C:13]3[C:9]=2[C:10]([CH3:27])=[CH:11][N:12]3[S:17]([C:20]2[CH:26]=[CH:25][C:23]([CH3:24])=[CH:22][CH:21]=2)(=[O:19])=[O:18])[N:7]=1.[CH3:42][O-:43].[Na+].[OH-].[K+].[OH-].[NH4+]. Given the product [CH:38]([C:36]1[CH:35]=[CH:34][C:33]([CH3:41])=[C:32]([N:30]2[CH2:29][CH2:28][C:4]3[N:5]=[C:6]([C:8]4[CH:16]=[CH:15][CH:14]=[C:13]5[C:9]=4[C:10]([CH3:27])=[CH:11][N:12]5[S:17]([C:20]4[CH:26]=[CH:25][C:23]([CH3:24])=[CH:22][CH:21]=4)(=[O:18])=[O:19])[N:7]=[C:2]([O:43][CH3:42])[C:3]=3[CH2:31]2)[CH:37]=1)([CH3:40])[CH3:39], predict the reactants needed to synthesize it. (3) Given the product [CH3:57][NH:56][C:54]([C:53]1[CH:58]=[CH:59][C:50]([NH:49][CH2:33][CH2:32][C:31]([O:35][CH2:36][CH3:37])=[O:34])=[CH:51][C:52]=1[F:60])=[O:55], predict the reactants needed to synthesize it. The reactants are: CNC(=O)C1C=CC(N2CCC(=O)N(C3C=CC(C#N)=C(C(F)(F)F)C=3)C2=O)=CC=1.[C:31]([O:35][CH2:36][CH3:37])(=[O:34])[CH:32]=[CH2:33].C1CCN2C(=NCCC2)CC1.[NH2:49][C:50]1[CH:59]=[CH:58][C:53]([C:54]([NH:56][CH3:57])=[O:55])=[C:52]([F:60])[CH:51]=1. (4) Given the product [OH:8][N:9]1[C:15](=[O:16])[N:14]2[CH2:17][C@H:10]1[CH2:11][CH2:12][C@H:13]2[C:18]([NH:20][O:21][CH:22]1[CH2:26][N:25]([C:27]([O:29][C:30]([CH3:32])([CH3:33])[CH3:31])=[O:28])[N:24]([C:34]([O:36][C:37]([CH3:40])([CH3:39])[CH3:38])=[O:35])[CH2:23]1)=[O:19], predict the reactants needed to synthesize it. The reactants are: C([O:8][N:9]1[C:15](=[O:16])[N:14]2[CH2:17][C@H:10]1[CH2:11][CH2:12][C@H:13]2[C:18]([NH:20][O:21][CH:22]1[CH2:26][N:25]([C:27]([O:29][C:30]([CH3:33])([CH3:32])[CH3:31])=[O:28])[N:24]([C:34]([O:36][C:37]([CH3:40])([CH3:39])[CH3:38])=[O:35])[CH2:23]1)=[O:19])C1C=CC=CC=1. (5) Given the product [OH:24][C@H:22]([CH3:23])[CH2:21][C:18]1[CH:19]=[CH:20][C:15]([NH:14][C:2]2[CH:7]=[CH:6][C:5]([C:8](=[O:10])[CH3:9])=[CH:4][C:3]=2[N+:11]([O-:13])=[O:12])=[CH:16][CH:17]=1, predict the reactants needed to synthesize it. The reactants are: Cl[C:2]1[CH:7]=[CH:6][C:5]([C:8](=[O:10])[CH3:9])=[CH:4][C:3]=1[N+:11]([O-:13])=[O:12].[NH2:14][C:15]1[CH:20]=[CH:19][C:18]([CH2:21][C@H:22]([OH:24])[CH3:23])=[CH:17][CH:16]=1. (6) Given the product [C:1]1([CH2:7][CH2:8][CH2:9][CH2:10][C@H:11]2[CH2:12][CH2:13][C@H:14]([NH:17][C:18]3[N:23]=[CH:22][N:21]=[C:20]4[NH:24][N:25]=[CH:26][C:19]=34)[CH2:15][CH2:16]2)[CH:6]=[CH:5][CH:4]=[CH:3][CH:2]=1, predict the reactants needed to synthesize it. The reactants are: [C:1]1([CH2:7][CH2:8][CH:9]=[CH:10][C@H:11]2[CH2:16][CH2:15][C@H:14]([NH:17][C:18]3[N:23]=[CH:22][N:21]=[C:20]4[NH:24][N:25]=[CH:26][C:19]=34)[CH2:13][CH2:12]2)[CH:6]=[CH:5][CH:4]=[CH:3][CH:2]=1. (7) Given the product [Cl:1][C:2]1[CH:7]=[CH:6][C:5]([C:8]2[CH:13]=[CH:12][CH:11]=[CH:10][C:9]=2[CH2:14][N:15]2[CH2:16][CH2:17][C:18](=[O:19])[CH2:23][CH2:24]2)=[CH:4][CH:3]=1, predict the reactants needed to synthesize it. The reactants are: [Cl:1][C:2]1[CH:7]=[CH:6][C:5]([C:8]2[CH:13]=[CH:12][CH:11]=[CH:10][C:9]=2[CH2:14][N:15]2[CH2:24][CH2:23][C:18]3(OCC[O:19]3)[CH2:17][CH2:16]2)=[CH:4][CH:3]=1.Cl. (8) The reactants are: Cl.Cl.[O:3]1[C:8]2=[CH:9][CH:10]=[CH:11][C:7]2=[CH:6][C:5]([CH:12]2[CH2:17][CH2:16][CH2:15][CH2:14][N:13]2[CH2:18][CH2:19][C@H:20]2[CH2:25][CH2:24][C@H:23]([NH2:26])[CH2:22][CH2:21]2)=[CH:4]1.[F:27][C:28]([F:34])([F:33])[CH2:29][C:30](O)=[O:31]. Given the product [O:3]1[C:8]2=[CH:9][CH:10]=[CH:11][C:7]2=[CH:6][C:5]([CH:12]2[CH2:17][CH2:16][CH2:15][CH2:14][N:13]2[CH2:18][CH2:19][C@H:20]2[CH2:21][CH2:22][C@H:23]([NH:26][C:30](=[O:31])[CH2:29][C:28]([F:34])([F:33])[F:27])[CH2:24][CH2:25]2)=[CH:4]1, predict the reactants needed to synthesize it.